This data is from Forward reaction prediction with 1.9M reactions from USPTO patents (1976-2016). The task is: Predict the product of the given reaction. (1) Given the reactants [C:1]1([CH2:7][C:8]([NH:10][NH2:11])=O)[CH:6]=[CH:5][CH:4]=[CH:3][CH:2]=1.[CH3:12][C:13]1[C:17]([N:18]=[C:19]=[S:20])=[C:16]([CH3:21])[O:15][N:14]=1, predict the reaction product. The product is: [CH2:7]([C:8]1[N:18]([C:17]2[C:13]([CH3:12])=[N:14][O:15][C:16]=2[CH3:21])[C:19](=[S:20])[NH:11][N:10]=1)[C:1]1[CH:6]=[CH:5][CH:4]=[CH:3][CH:2]=1. (2) Given the reactants [NH2:1][C:2]1[CH:7]=[N:6][C:5](Br)=[CH:4][N:3]=1.[F:9][C:10]1[CH:15]=[CH:14][C:13](B(O)O)=[CH:12][CH:11]=1, predict the reaction product. The product is: [NH2:1][C:2]1[CH:7]=[N:6][C:5]([C:13]2[CH:14]=[CH:15][C:10]([F:9])=[CH:11][CH:12]=2)=[CH:4][N:3]=1. (3) Given the reactants [OH:1][C:2]1[CH:3]=[C:4]([C:12]([O:14][CH3:15])=[O:13])[CH:5]=[C:6]([CH:11]=1)[C:7]([O:9][CH3:10])=[O:8].ClCCl.[CH3:19][S:20](Cl)(=[O:22])=[O:21], predict the reaction product. The product is: [CH3:19][S:20]([O:1][C:2]1[CH:11]=[C:6]([C:7]([O:9][CH3:10])=[O:8])[CH:5]=[C:4]([CH:3]=1)[C:12]([O:14][CH3:15])=[O:13])(=[O:22])=[O:21]. (4) Given the reactants [CH:1]1([N:7]2[C:11]3[CH:12]=[CH:13][C:14]([C:16]([OH:18])=[O:17])=[CH:15][C:10]=3[N:9]=[C:8]2[C:19]2[CH:20]=[C:21]3[C:26](=[CH:27][CH:28]=2)[N:25]=C(C2C=CC=CC=2)C(C2C=CC=CC=2)=[N:22]3)[CH2:6][CH2:5][CH2:4][CH2:3][CH2:2]1.[Br:41][C:42]1[CH:47]=[CH:46][C:45]([C:48]([C:50]([C:52]2[CH:57]=[CH:56][C:55]([Br:58])=[CH:54][CH:53]=2)=O)=O)=[CH:44][CH:43]=1, predict the reaction product. The product is: [Br:41][C:42]1[CH:47]=[CH:46][C:45]([C:48]2[C:50]([C:52]3[CH:57]=[CH:56][C:55]([Br:58])=[CH:54][CH:53]=3)=[N:22][C:21]3[C:26](=[CH:27][CH:28]=[C:19]([C:8]4[N:7]([CH:1]5[CH2:2][CH2:3][CH2:4][CH2:5][CH2:6]5)[C:11]5[CH:12]=[CH:13][C:14]([C:16]([OH:18])=[O:17])=[CH:15][C:10]=5[N:9]=4)[CH:20]=3)[N:25]=2)=[CH:44][CH:43]=1.